Dataset: Forward reaction prediction with 1.9M reactions from USPTO patents (1976-2016). Task: Predict the product of the given reaction. (1) Given the reactants [C:1]([O:5][C:6]([N:8]1[CH2:12][C@H:11]([F:13])[CH2:10][C@H:9]1[C:14]([OH:16])=O)=[O:7])([CH3:4])([CH3:3])[CH3:2].CN(C(ON1N=NC2C=CC=NC1=2)=[N+](C)C)C.F[P-](F)(F)(F)(F)F.[F:41][C:42]1[CH:43]=[C:44]([CH2:63][NH2:64])[CH:45]=[C:46]([C:48]2[C:49]([O:58][CH2:59][CH2:60][O:61][CH3:62])=[N:50][C:51]([C:54]([F:57])([F:56])[F:55])=[CH:52][CH:53]=2)[CH:47]=1.CCN(C(C)C)C(C)C, predict the reaction product. The product is: [F:13][C@H:11]1[CH2:12][N:8]([C:6]([O:5][C:1]([CH3:2])([CH3:3])[CH3:4])=[O:7])[CH:9]([C:14](=[O:16])[NH:64][CH2:63][C:44]2[CH:45]=[C:46]([C:48]3[C:49]([O:58][CH2:59][CH2:60][O:61][CH3:62])=[N:50][C:51]([C:54]([F:56])([F:57])[F:55])=[CH:52][CH:53]=3)[CH:47]=[C:42]([F:41])[CH:43]=2)[CH2:10]1. (2) The product is: [CH3:51][S:52]([OH:55])(=[O:54])=[O:53].[CH3:51][S:52]([OH:55])(=[O:54])=[O:53].[CH3:41][O:40][C:38]1[CH:39]=[C:34]([C:31]2[CH:30]=[CH:29][C:28]([N:26]([CH3:27])[CH2:25][CH2:24][N:23]([C:20]3[CH:21]=[CH:22][C:17]([C:5]4[CH:6]=[C:7]([O:15][CH3:16])[C:8]([O:9][CH2:10][C:11]([F:13])([F:14])[F:12])=[C:3]([O:2][CH3:1])[CH:4]=4)=[N:18][CH:19]=3)[CH3:50])=[CH:33][N:32]=2)[CH:35]=[C:36]([O:48][CH3:49])[C:37]=1[O:42][CH2:43][C:44]([F:46])([F:47])[F:45]. Given the reactants [CH3:1][O:2][C:3]1[CH:4]=[C:5]([C:17]2[CH:22]=[CH:21][C:20]([N:23]([CH3:50])[CH2:24][CH2:25][N:26]([C:28]3[CH:29]=[CH:30][C:31]([C:34]4[CH:39]=[C:38]([O:40][CH3:41])[C:37]([O:42][CH2:43][C:44]([F:47])([F:46])[F:45])=[C:36]([O:48][CH3:49])[CH:35]=4)=[N:32][CH:33]=3)[CH3:27])=[CH:19][N:18]=2)[CH:6]=[C:7]([O:15][CH3:16])[C:8]=1[O:9][CH2:10][C:11]([F:14])([F:13])[F:12].[CH3:51][S:52]([OH:55])(=[O:54])=[O:53], predict the reaction product. (3) Given the reactants [NH2:1][C:2]1[CH:10]=[CH:9][C:5]([C:6]([OH:8])=[O:7])=[CH:4][C:3]=1[OH:11].[Cl:12][CH2:13][C:14](Cl)=[O:15].[N:17]1[CH:22]=[CH:21][CH:20]=[CH:19][CH:18]=1, predict the reaction product. The product is: [Cl:12][CH2:13][C:14]([NH:1][C:2]1[CH:10]=[CH:9][C:5]([C:6]([O-:8])=[O:7])=[CH:4][C:3]=1[OH:11])=[O:15].[NH+:17]1[CH:22]=[CH:21][CH:20]=[CH:19][CH:18]=1. (4) Given the reactants [NH2:1][C@@H:2]([C:6]1[CH:11]=[CH:10][C:9]([F:12])=[CH:8][CH:7]=1)[C:3](O)=O.C[O:14][C:15](=O)[C@H:16]([CH2:18][CH:19]([CH3:21])[CH3:20])[NH2:17].C([C@@H]1NC[C@H](CC(C)C)NC1=O)C(C)C, predict the reaction product. The product is: [F:12][C:9]1[CH:10]=[CH:11][C:6]([C@@H:2]2[NH:1][C:15](=[O:14])[C@H:16]([CH2:18][CH:19]([CH3:21])[CH3:20])[NH:17][CH2:3]2)=[CH:7][CH:8]=1. (5) Given the reactants [CH3:1][N:2]1[C:6]([N:7]2[C:11]3=[N:12][CH:13]=[C:14]([CH3:16])[CH:15]=[C:10]3[CH:9]=[CH:8]2)=[C:5](/[CH:17]=[CH:18]/[C:19]([O:21]CC)=[O:20])[C:4]([CH3:24])=[N:3]1.O1CCCC1.[OH-].[Na+], predict the reaction product. The product is: [CH3:1][N:2]1[C:6]([N:7]2[C:11]3=[N:12][CH:13]=[C:14]([CH3:16])[CH:15]=[C:10]3[CH:9]=[CH:8]2)=[C:5](/[CH:17]=[CH:18]/[C:19]([OH:21])=[O:20])[C:4]([CH3:24])=[N:3]1. (6) Given the reactants [CH2:1]([O:9][C:10]1[CH:11]=[C:12]([CH2:25][C:26]([O:28]C)=[O:27])[CH:13]=[CH:14][C:15]=1[O:16][CH2:17][CH2:18][CH2:19][CH2:20][CH2:21][CH2:22][CH2:23][CH3:24])[CH2:2][CH2:3][CH2:4][CH2:5][CH2:6][CH2:7][CH3:8].Cl, predict the reaction product. The product is: [CH2:1]([O:9][C:10]1[CH:11]=[C:12]([CH2:25][C:26]([OH:28])=[O:27])[CH:13]=[CH:14][C:15]=1[O:16][CH2:17][CH2:18][CH2:19][CH2:20][CH2:21][CH2:22][CH2:23][CH3:24])[CH2:2][CH2:3][CH2:4][CH2:5][CH2:6][CH2:7][CH3:8]. (7) Given the reactants [CH3:1][C:2]1([C:7]2[CH:17]=[CH:16][C:10]([C:11]([O:13]CC)=[O:12])=[CH:9][C:8]=2[NH:18][C:19]2[CH:24]=[CH:23][C:22]([O:25][CH2:26][CH2:27][O:28][CH:29]3[CH2:34][CH2:33][O:32][CH2:31][CH2:30]3)=[CH:21][CH:20]=2)[O:6][CH2:5][CH2:4][O:3]1.[OH-].[Na+].O, predict the reaction product. The product is: [CH3:1][C:2]1([C:7]2[CH:17]=[CH:16][C:10]([C:11]([OH:13])=[O:12])=[CH:9][C:8]=2[NH:18][C:19]2[CH:20]=[CH:21][C:22]([O:25][CH2:26][CH2:27][O:28][CH:29]3[CH2:30][CH2:31][O:32][CH2:33][CH2:34]3)=[CH:23][CH:24]=2)[O:3][CH2:4][CH2:5][O:6]1. (8) Given the reactants [NH:1]1[C:9]2[C:4](=[N:5][CH:6]=[CH:7][CH:8]=2)[C:3]([CH:10]=[O:11])=[CH:2]1.[H-].[Na+].[CH3:14]I.O, predict the reaction product. The product is: [CH3:14][N:1]1[C:9]2[C:4](=[N:5][CH:6]=[CH:7][CH:8]=2)[C:3]([CH:10]=[O:11])=[CH:2]1. (9) Given the reactants [NH:1]([C:3]([O:5][CH2:6][C:7]1[CH:12]=[CH:11][CH:10]=[CH:9][CH:8]=1)=[O:4])[NH2:2].[O-]S([O-])(=O)=O.[Mg+2].[CH3:19][CH:20]=O, predict the reaction product. The product is: [CH:19](=[N:2]/[NH:1][C:3]([O:5][CH2:6][C:7]1[CH:12]=[CH:11][CH:10]=[CH:9][CH:8]=1)=[O:4])\[CH3:20].